This data is from Full USPTO retrosynthesis dataset with 1.9M reactions from patents (1976-2016). The task is: Predict the reactants needed to synthesize the given product. (1) The reactants are: C([O:4][C:5]1[CH:10]=[CH:9][C:8]([CH:11]=[CH:12][C:13]([NH:15][C@H:16]([C:27]([O:29]C)=[O:28])[CH2:17][C:18]2[C:26]3[C:21](=[CH:22][CH:23]=[CH:24][CH:25]=3)[NH:20][CH:19]=2)=[O:14])=[CH:7][CH:6]=1)(=O)C.[OH-].[Na+:32]. Given the product [OH:4][C:5]1[CH:6]=[CH:7][C:8]([CH:11]=[CH:12][C:13]([NH:15][C@H:16]([C:27]([O-:29])=[O:28])[CH2:17][C:18]2[C:26]3[C:21](=[CH:22][CH:23]=[CH:24][CH:25]=3)[NH:20][CH:19]=2)=[O:14])=[CH:9][CH:10]=1.[Na+:32], predict the reactants needed to synthesize it. (2) Given the product [CH3:2][O:3][C:4]1[CH:5]=[CH:6][C:7]([CH2:8][N:9]2[C:13]3=[N:14][CH:15]=[CH:16][C:17]([O:18][C:19]4[CH:24]=[CH:23][C:22]([C:25]([NH:26][C:27]5[CH:32]=[C:31]([CH3:33])[CH:30]=[CH:29][N:28]=5)=[O:34])=[CH:21][CH:20]=4)=[C:12]3[C:11]([NH:35][C@@H:36]3[CH2:41][CH2:40][CH2:39][NH:38][CH2:37]3)=[N:10]2)=[CH:49][CH:50]=1, predict the reactants needed to synthesize it. The reactants are: Cl.[CH3:2][O:3][C:4]1[CH:50]=[CH:49][C:7]([CH2:8][N:9]2[C:13]3=[N:14][CH:15]=[CH:16][C:17]([O:18][C:19]4[CH:24]=[CH:23][C:22]([C:25](=[O:34])[NH:26][C:27]5[CH:32]=[C:31]([CH3:33])[CH:30]=[CH:29][N:28]=5)=[CH:21][CH:20]=4)=[C:12]3[C:11]([NH:35][C@@H:36]3[CH2:41][CH2:40][CH2:39][N:38](C(OC(C)(C)C)=O)[CH2:37]3)=[N:10]2)=[CH:6][CH:5]=1. (3) Given the product [CH2:34]([O:36][C:37]1[CH:45]=[CH:44][C:40]([C:41]([N:15]2[CH2:16][CH2:17][N:12]([C:11]3[C:6]4[CH:5]=[C:4]([CH2:2][CH3:3])[S:24][C:7]=4[N:8]=[C:9]([S:18][CH2:19][C:20]([O:22][CH3:23])=[O:21])[N:10]=3)[CH2:13][CH2:14]2)=[O:42])=[CH:39][CH:38]=1)[CH3:35], predict the reactants needed to synthesize it. The reactants are: Cl.[CH2:2]([C:4]1[S:24][C:7]2[N:8]=[C:9]([S:18][CH2:19][C:20]([O:22][CH3:23])=[O:21])[N:10]=[C:11]([N:12]3[CH2:17][CH2:16][NH:15][CH2:14][CH2:13]3)[C:6]=2[CH:5]=1)[CH3:3].C(N(C(C)C)CC)(C)C.[CH2:34]([O:36][C:37]1[CH:45]=[CH:44][C:40]([C:41](Cl)=[O:42])=[CH:39][CH:38]=1)[CH3:35]. (4) Given the product [F:13][C:14]1[CH:19]=[CH:18][C:17]([N:20]2[C:24]3[CH:25]=[C:26]4[C@:31]([CH:33]([C:2]5[CH:7]=[CH:6][CH:5]=[CH:4][N:3]=5)[OH:34])([CH2:32][C:23]=3[CH:22]=[N:21]2)[CH2:30][N:29]([S:35]([C:38]2[CH:39]=[CH:40][C:41]([C:44]([F:47])([F:45])[F:46])=[CH:42][CH:43]=2)(=[O:37])=[O:36])[CH2:28][CH2:27]4)=[CH:16][CH:15]=1, predict the reactants needed to synthesize it. The reactants are: Br[C:2]1[CH:7]=[CH:6][CH:5]=[CH:4][N:3]=1.C([Mg]Cl)(C)C.[F:13][C:14]1[CH:19]=[CH:18][C:17]([N:20]2[C:24]3[CH:25]=[C:26]4[C@:31]([CH:33]=[O:34])([CH2:32][C:23]=3[CH:22]=[N:21]2)[CH2:30][N:29]([S:35]([C:38]2[CH:43]=[CH:42][C:41]([C:44]([F:47])([F:46])[F:45])=[CH:40][CH:39]=2)(=[O:37])=[O:36])[CH2:28][CH2:27]4)=[CH:16][CH:15]=1.Cl. (5) Given the product [CH3:1][C:2]1[CH:3]=[C:4]([CH:5]=[C:18]([C:15]2[CH:16]=[CH:17][C:12]([OH:11])=[CH:13][CH:14]=2)[C:19]([OH:21])=[O:20])[CH:7]=[C:8]([CH3:10])[CH:9]=1, predict the reactants needed to synthesize it. The reactants are: [CH3:1][C:2]1[CH:3]=[C:4]([CH:7]=[C:8]([CH3:10])[CH:9]=1)[CH:5]=O.[OH:11][C:12]1[CH:17]=[CH:16][C:15]([CH2:18][C:19]([OH:21])=[O:20])=[CH:14][CH:13]=1.C([O-])(=O)C.[K+].C(OC(=O)C)(=O)C.